This data is from Reaction yield outcomes from USPTO patents with 853,638 reactions. The task is: Predict the reaction yield, written as a fraction of the theoretical maximum amount of product (1.0 means a 100% yield; for example, 0.34 means a 34% yield). (1) The reactants are Cl[C:2]1[CH:11]=[CH:10][C:9]2[C:4](=[CH:5][C:6]([C:13]3[CH:18]=[CH:17][C:16]([O:19][CH3:20])=[CH:15][CH:14]=3)=[N:7][C:8]=2[Cl:12])[N:3]=1.[CH2:21]([NH2:28])[C:22]1[CH:27]=[CH:26][CH:25]=[CH:24][CH:23]=1. The catalyst is COC(O)C. The product is [CH2:21]([NH:28][C:2]1[CH:11]=[CH:10][C:9]2[C:4](=[CH:5][C:6]([C:13]3[CH:18]=[CH:17][C:16]([O:19][CH3:20])=[CH:15][CH:14]=3)=[N:7][C:8]=2[Cl:12])[N:3]=1)[C:22]1[CH:27]=[CH:26][CH:25]=[CH:24][CH:23]=1. The yield is 0.300. (2) The reactants are [O:1]1[CH2:6][CH2:5][CH2:4][C@H:3]([CH2:7][CH:8]=O)[CH2:2]1.[CH3:10][NH2:11]. The catalyst is CCOCC. The product is [O:1]1[CH2:6][CH2:5][CH2:4][C@H:3]([CH2:7]/[CH:8]=[N:11]/[CH3:10])[CH2:2]1. The yield is 0.930. (3) The catalyst is CN(C=O)C. The yield is 0.520. The product is [Br:14][C:15]1[CH:16]=[C:17]([Cl:22])[C:18]([CH:2]([C:3]([O:5][CH2:6][CH3:7])=[O:4])[C:1]([O:9][CH2:10][CH3:11])=[O:8])=[N:19][CH:20]=1. The reactants are [C:1]([O:9][CH2:10][CH3:11])(=[O:8])[CH2:2][C:3]([O:5][CH2:6][CH3:7])=[O:4].[H-].[Na+].[Br:14][C:15]1[CH:16]=[C:17]([Cl:22])[C:18](Cl)=[N:19][CH:20]=1. (4) The reactants are [Br:1][C:2]1[CH:3]=[C:4]([CH:7]=[CH:8][C:9]=1[O:10][CH:11]([CH3:13])[CH3:12])[C:5]#[N:6].[NH2:14][OH:15]. The catalyst is CCO. The product is [Br:1][C:2]1[CH:3]=[C:4]([CH:7]=[CH:8][C:9]=1[O:10][CH:11]([CH3:13])[CH3:12])/[C:5](=[N:14]/[OH:15])/[NH2:6]. The yield is 0.980. (5) The reactants are [Cl:1][C:2]1[CH:7]=[CH:6][CH:5]=[CH:4][C:3]=1[C:8]1[N:9]([C:16]2[CH:21]=[CH:20][C:19]([Cl:22])=[CH:18][CH:17]=2)[CH:10]=[C:11]([C:13]([OH:15])=O)[N:12]=1.N=C=N.[F:26][C:27]([F:39])([F:38])[C:28]1[CH:33]=[CH:32][C:31]([S:34]([NH2:37])(=[O:36])=[O:35])=[CH:30][CH:29]=1. The catalyst is CN(C1C=CN=CC=1)C.ClCCl. The product is [Cl:1][C:2]1[CH:7]=[CH:6][CH:5]=[CH:4][C:3]=1[C:8]1[N:9]([C:16]2[CH:21]=[CH:20][C:19]([Cl:22])=[CH:18][CH:17]=2)[CH:10]=[C:11]([C:13]([NH:37][S:34]([C:31]2[CH:30]=[CH:29][C:28]([C:27]([F:26])([F:39])[F:38])=[CH:33][CH:32]=2)(=[O:35])=[O:36])=[O:15])[N:12]=1. The yield is 0.100. (6) The reactants are [CH:1]([N:14]1[N:18]=[N:17][C:16]([C:19]2[CH:24]=[C:23](Br)[CH:22]=[C:21](Br)[CH:20]=2)=[N:15]1)([C:8]1[CH:13]=[CH:12][CH:11]=[CH:10][CH:9]=1)[C:2]1[CH:7]=[CH:6][CH:5]=[CH:4][CH:3]=1.[CH3:27][C:28]1[C:37]2[C:32](=[CH:33][CH:34]=[CH:35][CH:36]=2)[C:31](B(O)O)=[CH:30][CH:29]=1.O1[CH2:46][CH2:45]OCC1.C(=O)([O-])[O-].[Na+].[Na+]. The catalyst is C1C=CC([P]([Pd]([P](C2C=CC=CC=2)(C2C=CC=CC=2)C2C=CC=CC=2)([P](C2C=CC=CC=2)(C2C=CC=CC=2)C2C=CC=CC=2)[P](C2C=CC=CC=2)(C2C=CC=CC=2)C2C=CC=CC=2)(C2C=CC=CC=2)C2C=CC=CC=2)=CC=1.O. The product is [CH:1]([N:14]1[N:18]=[N:17][C:16]([C:19]2[CH:24]=[C:23]([C:31]3[C:32]4[C:37](=[CH:36][CH:35]=[CH:34][CH:33]=4)[C:28]([CH3:27])=[CH:29][CH:30]=3)[CH:22]=[C:21]([C:1]3[C:2]4[C:3](=[CH:4][CH:5]=[CH:6][CH:7]=4)[C:45]([CH3:46])=[CH:9][CH:8]=3)[CH:20]=2)=[N:15]1)([C:8]1[CH:13]=[CH:12][CH:11]=[CH:10][CH:9]=1)[C:2]1[CH:7]=[CH:6][CH:5]=[CH:4][CH:3]=1. The yield is 0.900. (7) The reactants are [CH:1]([N:4]1[C:8]([C:9]2[N:18]=[C:17]3[N:11]([CH2:12][CH2:13][O:14][C:15]4[CH:22]=[C:21](O)[N:20]=[CH:19][C:16]=43)[CH:10]=2)=[N:7][CH:6]=[N:5]1)([CH3:3])[CH3:2].Cl.[F:25][C:26]1([F:34])[CH2:30][NH:29][C@H:28]([C:31]([NH2:33])=[O:32])[CH2:27]1.CCN(C(C)C)C(C)C.C(#N)C. The catalyst is O. The product is [F:25][C:26]1([F:34])[CH2:30][N:29]([C:21]2[N:20]=[CH:19][C:16]3[C:17]4[N:11]([CH:10]=[C:9]([C:8]5[N:4]([CH:1]([CH3:2])[CH3:3])[N:5]=[CH:6][N:7]=5)[N:18]=4)[CH2:12][CH2:13][O:14][C:15]=3[CH:22]=2)[C@H:28]([C:31]([NH2:33])=[O:32])[CH2:27]1. The yield is 0.110. (8) The reactants are [O:1]=[C:2]1[NH:7][C:6]2[CH:8]=[C:9]([C:12](OC)=[O:13])[CH:10]=[N:11][C:5]=2[N:4]2[CH2:16][CH2:17][CH2:18][CH2:19][C@@H:3]12.[H-].[Na+].[H-].[H-].[H-].[H-].[Li+].[Al+3].CO. The catalyst is O1CCCC1.O.C(OCC)(=O)C. The product is [OH:13][CH2:12][C:9]1[CH:10]=[N:11][C:5]2[N:4]3[CH2:16][CH2:17][CH2:18][CH2:19][C@H:3]3[C:2](=[O:1])[NH:7][C:6]=2[CH:8]=1. The yield is 0.970. (9) The reactants are C(O)(C(F)(F)F)=O.[F:8][C:9]1[CH:10]=[C:11]([NH:19][C:20]([C@H:22]2[C:31]3[C:26](=[CH:27][C:28]([O:32][CH3:33])=[CH:29][CH:30]=3)[CH2:25][CH2:24][N:23]2[C:34]([C@H:36]2[CH2:39][C@H:38]([CH2:40][C:41]([O:43]C(C)(C)C)=[O:42])[CH2:37]2)=[O:35])=[O:21])[CH:12]=[CH:13][C:14]=1[Si:15]([CH3:18])([CH3:17])[CH3:16].C(=O)([O-])O.[Na+]. The catalyst is O.C(#N)C. The product is [F:8][C:9]1[CH:10]=[C:11]([NH:19][C:20]([C@H:22]2[C:31]3[C:26](=[CH:27][C:28]([O:32][CH3:33])=[CH:29][CH:30]=3)[CH2:25][CH2:24][N:23]2[C:34]([C@H:36]2[CH2:39][C@H:38]([CH2:40][C:41]([OH:43])=[O:42])[CH2:37]2)=[O:35])=[O:21])[CH:12]=[CH:13][C:14]=1[Si:15]([CH3:16])([CH3:17])[CH3:18]. The yield is 0.367.